Dataset: Catalyst prediction with 721,799 reactions and 888 catalyst types from USPTO. Task: Predict which catalyst facilitates the given reaction. (1) Reactant: Br[C:2]1[CH:3]=[C:4]2[C:9]([NH:10][C@H:11]3[C@@H:15]([O:16][CH3:17])[CH2:14][N:13]([C:18]4[N:23]=[CH:22][C:21]([C:24]#[N:25])=[CH:20][N:19]=4)[CH2:12]3)=[C:8]([C:26]([NH2:28])=[O:27])[CH:7]=[N:6][N:5]2[CH:29]=1.[CH:30]1([NH:33][C:34]([C:36]2[CH:41]=[CH:40][C:39](B(O)O)=[CH:38][CH:37]=2)=[O:35])[CH2:32][CH2:31]1.P([O-])([O-])([O-])=O.[K+].[K+].[K+]. Product: [C:24]([C:21]1[CH:20]=[N:19][C:18]([N:13]2[CH2:14][C@H:15]([O:16][CH3:17])[C@H:11]([NH:10][C:9]3[C:4]4[N:5]([CH:29]=[C:2]([C:39]5[CH:38]=[CH:37][C:36]([C:34](=[O:35])[NH:33][CH:30]6[CH2:32][CH2:31]6)=[CH:41][CH:40]=5)[CH:3]=4)[N:6]=[CH:7][C:8]=3[C:26]([NH2:28])=[O:27])[CH2:12]2)=[N:23][CH:22]=1)#[N:25]. The catalyst class is: 12. (2) Reactant: [NH2:1][CH2:2][C@@H:3]([N:6]1[C@H:11]([C:12]2[CH:17]=[CH:16][C:15]([Cl:18])=[CH:14][CH:13]=2)[C@@H:10]([C:19]2[CH:24]=[CH:23][CH:22]=[C:21]([Cl:25])[CH:20]=2)[CH2:9][C@@:8]([CH2:27][C:28]([O:30][CH3:31])=[O:29])([CH3:26])[C:7]1=[O:32])[CH2:4][CH3:5].[N:33]1[CH:38]=[CH:37][CH:36]=[C:35]([S:39](Cl)(=[O:41])=[O:40])[CH:34]=1. Product: [Cl:25][C:21]1[CH:20]=[C:19]([C@@H:10]2[C@@H:11]([C:12]3[CH:13]=[CH:14][C:15]([Cl:18])=[CH:16][CH:17]=3)[N:6]([C@@H:3]([CH2:4][CH3:5])[CH2:2][NH:1][S:39]([C:35]3[CH:34]=[N:33][CH:38]=[CH:37][CH:36]=3)(=[O:41])=[O:40])[C:7](=[O:32])[C@:8]([CH2:27][C:28]([O:30][CH3:31])=[O:29])([CH3:26])[CH2:9]2)[CH:24]=[CH:23][CH:22]=1. The catalyst class is: 17.